Dataset: Reaction yield outcomes from USPTO patents with 853,638 reactions. Task: Predict the reaction yield, written as a fraction of the theoretical maximum amount of product (1.0 means a 100% yield; for example, 0.34 means a 34% yield). (1) The reactants are S(Cl)([Cl:3])=O.[CH2:5]([C:7]1[C:8]([NH:29][CH2:30][C@@H:31]([C:43]([OH:45])=[O:44])[NH:32][C:33]([O:35][CH2:36][C:37]2[CH:42]=[CH:41][CH:40]=[CH:39][CH:38]=2)=[O:34])=[N:9][CH:10]=[N:11][C:12]=1[N:13]1[CH2:18][CH2:17][CH:16]([C:19]2[N:28]=[C:27]3[C:22]([CH2:23][CH2:24][CH2:25][NH:26]3)=[CH:21][CH:20]=2)[CH2:15][CH2:14]1)[CH3:6].[CH2:46](O)[CH3:47]. No catalyst specified. The product is [ClH:3].[ClH:3].[CH2:5]([C:7]1[C:8]([NH:29][CH2:30][C@@H:31]([C:43]([O:45][CH2:46][CH3:47])=[O:44])[NH:32][C:33]([O:35][CH2:36][C:37]2[CH:38]=[CH:39][CH:40]=[CH:41][CH:42]=2)=[O:34])=[N:9][CH:10]=[N:11][C:12]=1[N:13]1[CH2:14][CH2:15][CH:16]([C:19]2[N:28]=[C:27]3[C:22]([CH2:23][CH2:24][CH2:25][NH:26]3)=[CH:21][CH:20]=2)[CH2:17][CH2:18]1)[CH3:6]. The yield is 0.950. (2) The reactants are [N:1]1[NH:2][C:3](=[O:16])[CH2:4][CH:5]2[CH2:11][CH2:10][CH2:9][C:8]3[CH:12]=[CH:13][CH:14]=[CH:15][C:7]=3[C:6]=12. The catalyst is C(#N)C.[Cu](Cl)Cl. The product is [O:16]=[C:3]1[NH:2][N:1]=[C:6]2[C:7]3[CH:15]=[CH:14][CH:13]=[CH:12][C:8]=3[CH2:9][CH2:10][CH2:11][C:5]2=[CH:4]1. The yield is 0.900. (3) The product is [F:12][C:13]1[CH:14]=[C:15]([CH:18]=[C:19]([F:22])[C:20]=1[O:9][C:6]1[CH:7]=[N:8][C:3]([C:2]([F:1])([F:10])[F:11])=[N:4][CH:5]=1)[CH:16]=[O:17]. The reactants are [F:1][C:2]([F:11])([F:10])[C:3]1[N:8]=[CH:7][C:6]([OH:9])=[CH:5][N:4]=1.[F:12][C:13]1[CH:14]=[C:15]([CH:18]=[C:19]([F:22])[C:20]=1F)[CH:16]=[O:17].C([O-])([O-])=O.[K+].[K+]. The yield is 0.980. The catalyst is CN(C=O)C.O. (4) The reactants are O1CCCCC1[N:7]1[C:15]2[C:10](=[CH:11][C:12]([C:16]3[N:20]=[CH:19][N:18](C(C4C=CC=CC=4)(C4C=CC=CC=4)C4C=CC=CC=4)[N:17]=3)=[CH:13][CH:14]=2)[C:9]([C:40]2[CH:45]=[CH:44][C:43]([NH2:46])=[CH:42][CH:41]=2)=[N:8]1.C(N(CC)CC)C.[O:54]1[CH:58]=[CH:57][CH:56]=[C:55]1Cl.[C:60](=O)(O)[O-:61].[Na+]. The catalyst is O1CCCC1. The product is [NH:17]1[C:16]([C:12]2[CH:11]=[C:10]3[C:15](=[CH:14][CH:13]=2)[NH:7][N:8]=[C:9]3[C:40]2[CH:45]=[CH:44][C:43]([NH:46][C:60]([C:55]3[O:54][CH:58]=[CH:57][CH:56]=3)=[O:61])=[CH:42][CH:41]=2)=[N:20][CH:19]=[N:18]1. The yield is 0.0500. (5) The reactants are [NH2:1][C:2]1[CH:3]=[C:4]([C:8]2[CH:9]=[CH:10][CH:11]=[C:12]3[C:17]=2[N:16]=[C:15]([NH:18][C:19]2[CH:24]=[CH:23][C:22]([N:25]4[CH2:30][CH2:29][O:28][CH2:27][CH2:26]4)=[CH:21][CH:20]=2)[N:14]=[CH:13]3)[CH:5]=[CH:6][CH:7]=1.CCN(C(C)C)C(C)C.[C:40](Cl)(=[O:43])[CH:41]=[CH2:42]. The catalyst is C1COCC1. The yield is 0.387. The product is [O:28]1[CH2:27][CH2:26][N:25]([C:22]2[CH:21]=[CH:20][C:19]([NH:18][C:15]3[N:14]=[CH:13][C:12]4[C:17](=[C:8]([C:4]5[CH:3]=[C:2]([NH:1][C:40](=[O:43])[CH:41]=[CH2:42])[CH:7]=[CH:6][CH:5]=5)[CH:9]=[CH:10][CH:11]=4)[N:16]=3)=[CH:24][CH:23]=2)[CH2:30][CH2:29]1.